From a dataset of Forward reaction prediction with 1.9M reactions from USPTO patents (1976-2016). Predict the product of the given reaction. (1) Given the reactants [F:1][C:2]1[CH:8]=[CH:7][CH:6]=[CH:5][C:3]=1[NH2:4].Cl.[CH:10]([C:12]([CH3:14])=O)=[CH2:11], predict the reaction product. The product is: [F:1][C:2]1[CH:8]=[CH:7][CH:6]=[C:5]2[C:3]=1[N:4]=[CH:11][CH:10]=[C:12]2[CH3:14]. (2) Given the reactants [CH3:1][C:2]1[C:7]([CH3:8])=[CH:6][CH:5]=[CH:4][C:3]=1[O:9][C:10]1[N:15]=[CH:14][C:13]([NH:16][C:17](=[O:21])[C@@H:18]([CH3:20])[NH2:19])=[CH:12][CH:11]=1.C(N(CC)CC)C.Cl[C:30](Cl)([O:32]C(=O)OC(Cl)(Cl)Cl)Cl.C([O-])(O)=O.[Na+], predict the reaction product. The product is: [CH3:1][C:2]1[C:7]([CH3:8])=[CH:6][CH:5]=[CH:4][C:3]=1[O:9][C:10]1[N:15]=[CH:14][C:13]([N:16]2[C:17](=[O:21])[C@@H:18]([CH3:20])[NH:19][C:30]2=[O:32])=[CH:12][CH:11]=1. (3) The product is: [F:1][C:2]([F:7])([F:6])[C:3]([OH:5])=[O:4].[Cl:8][C:9]1[CH:10]=[CH:11][C:12]([C:13]([N:15]2[CH2:21][C:20]3[CH:22]=[CH:23][CH:24]=[CH:25][C:19]=3[N:18]([CH2:26][CH:27]3[CH2:28][CH2:29][N:30]([CH:43]4[CH2:47][CH2:46][CH2:45][CH2:44]4)[CH2:31][CH2:32]3)[C:17](=[O:33])[CH2:16]2)=[O:14])=[CH:34][CH:35]=1. Given the reactants [F:1][C:2]([F:7])([F:6])[C:3]([OH:5])=[O:4].[Cl:8][C:9]1[CH:35]=[CH:34][C:12]([C:13]([N:15]2[CH2:21][C:20]3[CH:22]=[CH:23][CH:24]=[CH:25][C:19]=3[N:18]([CH2:26][CH:27]3[CH2:32][CH2:31][NH:30][CH2:29][CH2:28]3)[C:17](=[O:33])[CH2:16]2)=[O:14])=[CH:11][CH:10]=1.FC(F)(F)C(O)=O.[C:43]1(=O)[CH2:47][CH2:46][CH2:45][CH2:44]1.C(O)(=O)C.C(O[BH-](OC(=O)C)OC(=O)C)(=O)C.[Na+], predict the reaction product. (4) Given the reactants [Cl:1][C:2]1[C:3]([NH:25][C:26]2[CH:30]=[C:29]([CH:31]3[CH2:33][CH2:32]3)[NH:28][N:27]=2)=[N:4][C:5]([C:8]2[S:12][C:11]([S:13]([NH:16][NH:17]C(OC(C)(C)C)=O)(=[O:15])=[O:14])=[CH:10][CH:9]=2)=[N:6][CH:7]=1, predict the reaction product. The product is: [Cl:1][C:2]1[C:3]([NH:25][C:26]2[CH:30]=[C:29]([CH:31]3[CH2:33][CH2:32]3)[NH:28][N:27]=2)=[N:4][C:5]([C:8]2[S:12][C:11]([S:13]([NH:16][NH2:17])(=[O:14])=[O:15])=[CH:10][CH:9]=2)=[N:6][CH:7]=1. (5) Given the reactants C[O:2][CH:3](OC)[CH2:4][CH2:5][N:6]1[CH:11]=[C:10]([C:12]2[N:13]=[N:14][CH:15]=[CH:16][CH:17]=2)[C:9](=[O:18])[NH:8][C:7]1=[O:19], predict the reaction product. The product is: [O:19]=[C:7]1[NH:8][C:9](=[O:18])[C:10]([C:12]2[N:13]=[N:14][CH:15]=[CH:16][CH:17]=2)=[CH:11][N:6]1[CH2:5][CH2:4][CH:3]=[O:2]. (6) Given the reactants C(N(CC)CC)C.[NH2:8][C:9]1[N:17]=[C:16]([F:18])[CH:15]=[CH:14][C:10]=1[C:11]([OH:13])=O.[F:19][C:20]([F:38])([F:37])[O:21][C:22]1[CH:23]=[C:24]([O:28][C:29]2[CH:36]=[CH:35][C:32]([CH2:33][NH2:34])=[CH:31][CH:30]=2)[CH:25]=[CH:26][CH:27]=1.CN([P+](ON1N=NC2C=CC=CC1=2)(N(C)C)N(C)C)C.F[P-](F)(F)(F)(F)F, predict the reaction product. The product is: [F:19][C:20]([F:37])([F:38])[O:21][C:22]1[CH:23]=[C:24]([O:28][C:29]2[CH:36]=[CH:35][C:32]([CH2:33][NH:34][C:11](=[O:13])[C:10]3[CH:14]=[CH:15][C:16]([F:18])=[N:17][C:9]=3[NH2:8])=[CH:31][CH:30]=2)[CH:25]=[CH:26][CH:27]=1. (7) Given the reactants [CH3:1][C@@H:2]1[O:7][C@H:6]([CH3:8])[CH2:5][N:4]([C:9]2[C:14]([CH:15]=[O:16])=[CH:13][C:12](B3OC(C)(C)C(C)(C)O3)=[CH:11][N:10]=2)[CH2:3]1.Br[C:27]1[S:28][C:29]([CH3:32])=[N:30][N:31]=1, predict the reaction product. The product is: [CH3:8][C@H:6]1[O:7][C@@H:2]([CH3:1])[CH2:3][N:4]([C:9]2[C:14]([CH:15]=[O:16])=[CH:13][C:12]([C:27]3[S:28][C:29]([CH3:32])=[N:30][N:31]=3)=[CH:11][N:10]=2)[CH2:5]1. (8) Given the reactants [N:1]1[CH:6]=[CH:5][CH:4]=[C:3]([NH:7][C:8](=[O:15])OCC(Cl)(Cl)Cl)[CH:2]=1.Cl.Cl.[F:18][C:19]1[CH:20]=[C:21]([C:25]2[CH:30]=[CH:29][N:28]=[C:27]([N:31]3[CH2:36][CH2:35][NH:34][CH2:33][CH2:32]3)[N:26]=2)[CH:22]=[CH:23][CH:24]=1, predict the reaction product. The product is: [F:18][C:19]1[CH:20]=[C:21]([C:25]2[CH:30]=[CH:29][N:28]=[C:27]([N:31]3[CH2:36][CH2:35][N:34]([C:8]([NH:7][C:3]4[CH:2]=[N:1][CH:6]=[CH:5][CH:4]=4)=[O:15])[CH2:33][CH2:32]3)[N:26]=2)[CH:22]=[CH:23][CH:24]=1.